Dataset: Catalyst prediction with 721,799 reactions and 888 catalyst types from USPTO. Task: Predict which catalyst facilitates the given reaction. (1) Reactant: [NH2:1][C:2]1[CH:7]=[CH:6][CH:5]=[C:4]([CH3:8])[C:3]=1[NH:9][C:10]1[CH:11]=[C:12]2[C:17](=[CH:18][N:19]=1)[CH2:16][N:15]([C:20]1[C:25]([F:26])=[C:24]([O:27][CH3:28])[CH:23]=[C:22]([O:29][CH3:30])[C:21]=1[F:31])[C:14](=[O:32])[C:13]12[CH2:34][CH2:33]1.C(N(CC)C(C)C)(C)C.[C:44](Cl)(=[O:47])[CH:45]=[CH2:46]. Product: [F:31][C:21]1[C:22]([O:29][CH3:30])=[CH:23][C:24]([O:27][CH3:28])=[C:25]([F:26])[C:20]=1[N:15]1[C:14](=[O:32])[C:13]2([CH2:34][CH2:33]2)[C:12]2[C:17](=[CH:18][N:19]=[C:10]([NH:9][C:3]3[C:4]([CH3:8])=[CH:5][CH:6]=[CH:7][C:2]=3[NH:1][C:44](=[O:47])[CH:45]=[CH2:46])[CH:11]=2)[CH2:16]1. The catalyst class is: 7. (2) Reactant: [F:1][C:2]1[CH:3]=[C:4]2[C:8](=[CH:9][CH:10]=1)[NH:7][C:6](=[O:11])[CH2:5]2.C[Si]([N-][Si](C)(C)C)(C)C.[Li+].[CH:22]([C:24]1[N:29]=[C:28]2[CH2:30][O:31][C:32](=O)[C:27]2=[CH:26][CH:25]=1)=C.Cl. Product: [CH2:6]([N:7]([CH2:22][C:24]1[N:29]=[C:28]2[CH2:30][O:31][C:32](=[C:5]3[C:4]4[C:8](=[CH:9][CH:10]=[C:2]([F:1])[CH:3]=4)[NH:7][C:6]3=[O:11])[C:27]2=[CH:26][CH:25]=1)[CH2:8][CH3:4])[CH3:5]. The catalyst class is: 1.